This data is from NCI-60 drug combinations with 297,098 pairs across 59 cell lines. The task is: Regression. Given two drug SMILES strings and cell line genomic features, predict the synergy score measuring deviation from expected non-interaction effect. Drug 1: C#CCC(CC1=CN=C2C(=N1)C(=NC(=N2)N)N)C3=CC=C(C=C3)C(=O)NC(CCC(=O)O)C(=O)O. Drug 2: CN(CCCl)CCCl.Cl. Cell line: U251. Synergy scores: CSS=19.2, Synergy_ZIP=-1.26, Synergy_Bliss=2.67, Synergy_Loewe=0.788, Synergy_HSA=2.18.